This data is from Reaction yield outcomes from USPTO patents with 853,638 reactions. The task is: Predict the reaction yield, written as a fraction of the theoretical maximum amount of product (1.0 means a 100% yield; for example, 0.34 means a 34% yield). (1) The reactants are [Br:1][C:2]1[C:3]([N:12]2[CH2:17][CH2:16][N:15]([CH2:18][C:19]3[N:20]=[C:21]([CH3:24])[S:22][CH:23]=3)[CH2:14][CH2:13]2)=[C:4]([N+:9]([O-])=O)[C:5]([NH2:8])=[N:6][CH:7]=1.CCO.[O:28]1[CH2:33][CH2:32][N:31]([CH2:34][C:35]2[CH:42]=[CH:41][C:38]([CH:39]=O)=[CH:37][CH:36]=2)[CH2:30][CH2:29]1.[O-]S(S([O-])=O)=O.[Na+].[Na+]. The catalyst is C(Cl)Cl.N.CN(C=O)C. The product is [Br:1][C:2]1[C:3]([N:12]2[CH2:17][CH2:16][N:15]([CH2:18][C:19]3[N:20]=[C:21]([CH3:24])[S:22][CH:23]=3)[CH2:14][CH2:13]2)=[C:4]2[N:9]=[C:39]([C:38]3[CH:37]=[CH:36][C:35]([CH2:34][N:31]4[CH2:32][CH2:33][O:28][CH2:29][CH2:30]4)=[CH:42][CH:41]=3)[NH:8][C:5]2=[N:6][CH:7]=1. The yield is 0.290. (2) The reactants are [ClH:1].C(OCC)C.[CH3:7][O:8][N:9]([C:13]1[N:18]=[C:17]([NH:19][CH2:20][CH2:21][CH3:22])[N:16]=[C:15]([NH:23][CH2:24][C:25]#[CH:26])[N:14]=1)[CH2:10][C:11]#[CH:12]. The catalyst is C(OCC)C. The product is [ClH:1].[CH3:7][O:8][N:9]([C:13]1[N:18]=[C:17]([NH:19][CH2:20][CH2:21][CH3:22])[N:16]=[C:15]([NH:23][CH2:24][C:25]#[CH:26])[N:14]=1)[CH2:10][C:11]#[CH:12]. The yield is 1.00.